This data is from Full USPTO retrosynthesis dataset with 1.9M reactions from patents (1976-2016). The task is: Predict the reactants needed to synthesize the given product. (1) The reactants are: [Br:1][C:2]1[CH:3]=[C:4]([Cl:8])[CH:5]=[CH:6][CH:7]=1.C([O-])(O)=[O:10].[Na+].OOS([O-])=O.[K+]. Given the product [Br:1][C:2]1[CH:7]=[C:6]([OH:10])[CH:5]=[C:4]([Cl:8])[CH:3]=1, predict the reactants needed to synthesize it. (2) Given the product [I-:15].[CH3:1][N:2]1[C@H:14]2[C@H:5]([CH2:6][CH2:7][C:8]3[CH:9]=[CH:10][N+:11]([CH2:16][CH2:17][CH2:18][CH2:19][CH2:20][CH2:21][CH2:22][CH2:23][CH3:24])=[CH:12][C:13]=32)[CH2:4][CH2:3]1, predict the reactants needed to synthesize it. The reactants are: [CH3:1][N:2]1[C@H:14]2[C@H:5]([CH2:6][CH2:7][C:8]3[CH:9]=[CH:10][N:11]=[CH:12][C:13]=32)[CH2:4][CH2:3]1.[I:15][CH2:16][CH2:17][CH2:18][CH2:19][CH2:20][CH2:21][CH2:22][CH2:23][CH3:24]. (3) Given the product [CH2:1]([O:3][C:4]([C:6]1[S:10][C:9]([O:11][C:12]2[CH:17]=[CH:16][CH:15]=[CH:14][CH:13]=2)=[N:8][C:7]=1[CH2:18][N:25]([CH2:26][C:27]1[CH:32]=[CH:31][C:30]([O:33][CH3:34])=[CH:29][C:28]=1[O:35][CH3:36])[CH2:24][C:23]([O:22][CH2:20][CH3:21])=[O:37])=[O:5])[CH3:2], predict the reactants needed to synthesize it. The reactants are: [CH2:1]([O:3][C:4]([C:6]1[S:10][C:9]([O:11][C:12]2[CH:17]=[CH:16][CH:15]=[CH:14][CH:13]=2)=[N:8][C:7]=1[CH2:18]Br)=[O:5])[CH3:2].[CH2:20]([O:22][C:23](=[O:37])[CH2:24][NH:25][CH2:26][C:27]1[CH:32]=[CH:31][C:30]([O:33][CH3:34])=[CH:29][C:28]=1[O:35][CH3:36])[CH3:21].C(=O)([O-])[O-].[K+].[K+]. (4) Given the product [CH3:1][O:2][C:3]([C:5]1[C:6]([NH:24][C:25]2[CH:30]=[CH:29][C:28]([I:36])=[CH:27][C:26]=2[F:35])=[C:7]2[C:11](=[CH:12][CH:13]=1)[N:10]([S:14]([C:17]1[CH:22]=[CH:21][C:20]([CH3:23])=[CH:19][CH:18]=1)(=[O:16])=[O:15])[N:9]=[CH:8]2)=[O:4], predict the reactants needed to synthesize it. The reactants are: [CH3:1][O:2][C:3]([C:5]1[C:6]([NH:24][C:25]2[CH:30]=[CH:29][C:28]([Si](C)(C)C)=[CH:27][C:26]=2[F:35])=[C:7]2[C:11](=[CH:12][CH:13]=1)[N:10]([S:14]([C:17]1[CH:22]=[CH:21][C:20]([CH3:23])=[CH:19][CH:18]=1)(=[O:16])=[O:15])[N:9]=[CH:8]2)=[O:4].[I:36]Cl. (5) Given the product [F:72][C:68]1[CH:67]=[C:66]2[C:71]([C:62]([N:53]3[C:51]4[C:50](=[CH:49][CH:48]=[C:47]([N:44]5[CH2:43][CH2:42][O:41][CH2:46][CH2:45]5)[CH:52]=4)[C:55]4([CH2:60][CH2:59][O:58][CH2:57][CH2:56]4)[CH2:54]3)=[C:63]([CH3:81])[C:64]([C:73]3[CH:78]=[CH:77][CH:76]=[C:75]([O:79][CH3:80])[N:74]=3)=[N:65]2)=[CH:70][CH:69]=1, predict the reactants needed to synthesize it. The reactants are: C1(P(C2CCCCC2)C2C=CC=CC=2C2C(C(C)C)=CC(C(C)C)=CC=2C(C)C)CCCCC1.CC(C)([O-])C.[Na+].[O:41]1[CH2:46][CH2:45][N:44]([C:47]2[CH:52]=[C:51]3[NH:53][CH2:54][C:55]4([CH2:60][CH2:59][O:58][CH2:57][CH2:56]4)[C:50]3=[CH:49][CH:48]=2)[CH2:43][CH2:42]1.Cl[C:62]1[C:71]2[C:66](=[CH:67][C:68]([F:72])=[CH:69][CH:70]=2)[N:65]=[C:64]([C:73]2[CH:78]=[CH:77][CH:76]=[C:75]([O:79][CH3:80])[N:74]=2)[C:63]=1[CH3:81]. (6) Given the product [Cl:9][C:6]1[CH:7]=[CH:8][C:3]([Cl:2])=[C:4]2[C:5]=1[C:13]1[CH2:12][CH2:19][CH2:17][C:15](=[O:16])[C:14]=1[NH:10]2, predict the reactants needed to synthesize it. The reactants are: Cl.[Cl:2][C:3]1[CH:8]=[CH:7][C:6]([Cl:9])=[CH:5][C:4]=1[NH:10]N.[CH2:12]1[CH2:19][C:17](=O)[C:15](=[O:16])[CH2:14][CH2:13]1. (7) Given the product [F:18][C:15]1[CH:16]=[C:17]2[C:12]([CH2:11][CH2:10][CH:9]2[NH2:8])=[CH:13][CH:14]=1, predict the reactants needed to synthesize it. The reactants are: C([NH:8][CH:9]1[C:17]2[C:12](=[CH:13][CH:14]=[C:15]([F:18])[CH:16]=2)[CH2:11][CH2:10]1)C1C=CC=CC=1.